From a dataset of Forward reaction prediction with 1.9M reactions from USPTO patents (1976-2016). Predict the product of the given reaction. The product is: [Br:29][C:26]1[CH:25]=[C:4]([CH:3]=[C:2]([Br:1])[C:27]=1[Br:28])[CH2:5][N:6]1[CH:10]=[C:9]([C:11]2[S:12][C:13]3[CH:19]=[C:18]([C:20]([OH:22])=[O:21])[CH:17]=[CH:16][C:14]=3[N:15]=2)[N:8]=[N:7]1. Given the reactants [Br:1][C:2]1[CH:3]=[C:4]([CH:25]=[C:26]([Br:29])[C:27]=1[Br:28])[CH2:5][N:6]1[CH:10]=[C:9]([C:11]2[S:12][C:13]3[CH:19]=[C:18]([C:20]([O:22]CC)=[O:21])[CH:17]=[CH:16][C:14]=3[N:15]=2)[N:8]=[N:7]1.[OH-].[Na+], predict the reaction product.